From a dataset of Catalyst prediction with 721,799 reactions and 888 catalyst types from USPTO. Predict which catalyst facilitates the given reaction. (1) The catalyst class is: 30. Product: [C:20]([O:19][C:17]([N:14]1[CH2:13][CH2:12][CH:11]([C:9]2[S:10][C:6]([C:4]([OH:5])=[O:3])=[CH:7][CH:8]=2)[CH2:16][CH2:15]1)=[O:18])([CH3:23])([CH3:21])[CH3:22]. Reactant: C([O:3][C:4]([C:6]1[S:10][C:9]([CH:11]2[CH2:16][CH2:15][N:14]([C:17]([O:19][C:20]([CH3:23])([CH3:22])[CH3:21])=[O:18])[CH2:13][CH2:12]2)=[CH:8][CH:7]=1)=[O:5])C.[OH-].[Na+].CO.Cl. (2) Reactant: [F:1][C:2]([F:18])([C:12]1[CH:17]=[CH:16][CH:15]=[CH:14][CH:13]=1)[C:3](=[O:11])[CH2:4]P(=O)(OC)OC.CC(C)([O-])C.[K+].[CH3:25][O:26][C:27]1[CH:41]=[CH:40][C:30]([CH2:31][N:32]2[C:36](=[O:37])[CH2:35][CH2:34][CH:33]2[CH:38]=O)=[CH:29][CH:28]=1. Product: [F:18][C:2]([F:1])([C:12]1[CH:13]=[CH:14][CH:15]=[CH:16][CH:17]=1)[C:3](=[O:11])/[CH:4]=[CH:38]/[C@@H:33]1[N:32]([CH2:31][C:30]2[CH:29]=[CH:28][C:27]([O:26][CH3:25])=[CH:41][CH:40]=2)[C:36](=[O:37])[CH2:35][CH2:34]1. The catalyst class is: 1. (3) Reactant: CO[C:3](=[O:24])[C:4]1[C:9]([Cl:10])=[CH:8][C:7]([Cl:11])=[CH:6][C:5]=1[NH:12][C:13](=[O:23])[CH:14]([C:16]1[CH:21]=[CH:20][C:19]([Br:22])=[CH:18][CH:17]=1)[CH3:15].[H-].[Na+].[Li+].C[Si]([N-][Si](C)(C)C)(C)C.CCCCCC. Product: [Br:22][C:19]1[CH:20]=[CH:21][C:16]([C:14]2([CH3:15])[C:3](=[O:24])[C:4]3[C:5](=[CH:6][C:7]([Cl:11])=[CH:8][C:9]=3[Cl:10])[NH:12][C:13]2=[O:23])=[CH:17][CH:18]=1. The catalyst class is: 25. (4) Reactant: [O:1]1[C:5]2[CH:6]=[CH:7][C:8]([CH:10]=O)=[CH:9][C:4]=2[O:3][CH2:2]1.C(O)(=O)[CH2:13][C:14]([OH:16])=[O:15].N1CCCCC1.[OH-].[Na+]. The catalyst class is: 228. Product: [O:1]1[C:5]2[CH:6]=[CH:7][C:8]([CH:10]=[CH:13][C:14]([OH:16])=[O:15])=[CH:9][C:4]=2[O:3][CH2:2]1. (5) Reactant: C(OC([NH:8][CH2:9][C:10]([OH:12])=[O:11])=O)(C)(C)C.[CH:13]1([N:19]=[C:20]=NC2CCCCC2)CCCC[CH2:14]1.CN(C1C=CC=CN=1)C.[NH2:37][C:38]1[N:47]=[C:46]([C:48]([N:50]2[CH2:58][C:57]3[C:52](=[CH:53][CH:54]=[CH:55][CH:56]=3)[CH2:51]2)=[O:49])[C:45]2[C:40](=[CH:41][CH:42]=[C:43]([C:59]3[CH:64]=[CH:63][CH:62]=[CH:61][C:60]=3[S:65](N(CCO)C)(=[O:67])=[O:66])[CH:44]=2)[N:39]=1. Product: [NH2:8][CH2:9][C:10]([O:12][CH2:14][CH2:13][NH:19][CH2:20][S:65]([C:60]1[CH:61]=[CH:62][CH:63]=[CH:64][C:59]=1[C:43]1[CH:44]=[C:45]2[C:40](=[CH:41][CH:42]=1)[N:39]=[C:38]([NH2:37])[N:47]=[C:46]2[C:48]([N:50]1[CH2:51][C:52]2[C:57](=[CH:56][CH:55]=[CH:54][CH:53]=2)[CH2:58]1)=[O:49])(=[O:66])=[O:67])=[O:11]. The catalyst class is: 1. (6) Reactant: [CH2:1]([O:3][C:4]([C:6]1[S:23][C:9]2[N:10]=[C:11]([NH2:22])[N:12]=[C:13]([CH:14]=[CH:15][C:16]3[CH:21]=[CH:20][CH:19]=[CH:18][CH:17]=3)[C:8]=2[CH:7]=1)=[O:5])[CH3:2]. Product: [CH2:1]([O:3][C:4]([C:6]1[S:23][C:9]2[N:10]=[C:11]([NH2:22])[N:12]=[C:13]([CH2:14][CH2:15][C:16]3[CH:17]=[CH:18][CH:19]=[CH:20][CH:21]=3)[C:8]=2[CH:7]=1)=[O:5])[CH3:2]. The catalyst class is: 29.